The task is: Predict the reaction yield, written as a fraction of the theoretical maximum amount of product (1.0 means a 100% yield; for example, 0.34 means a 34% yield).. This data is from Reaction yield outcomes from USPTO patents with 853,638 reactions. The reactants are [CH3:1][O:2][C:3]1[CH:4]=[C:5]([CH:21]=[CH:22][C:23]=1[O:24][CH2:25][C:26]1[N:27]=[C:28]([C:32]2[CH:37]=[CH:36][CH:35]=[CH:34][CH:33]=2)[O:29][C:30]=1[CH3:31])[CH2:6][O:7][C:8]1[C:12]([CH:13]=O)=[CH:11][N:10]([C:15]2[CH:20]=[CH:19][CH:18]=[CH:17][CH:16]=2)[N:9]=1.Cl.NO.[N:41]1C=CC=CC=1.Cl. The catalyst is C(O)C. The product is [CH3:1][O:2][C:3]1[CH:4]=[C:5]([CH:21]=[CH:22][C:23]=1[O:24][CH2:25][C:26]1[N:27]=[C:28]([C:32]2[CH:37]=[CH:36][CH:35]=[CH:34][CH:33]=2)[O:29][C:30]=1[CH3:31])[CH2:6][O:7][C:8]1[C:12]([C:13]#[N:41])=[CH:11][N:10]([C:15]2[CH:20]=[CH:19][CH:18]=[CH:17][CH:16]=2)[N:9]=1. The yield is 0.900.